Predict the product of the given reaction. From a dataset of Forward reaction prediction with 1.9M reactions from USPTO patents (1976-2016). (1) The product is: [CH:12]1([CH:18]2[CH2:19][C:20]3[C:11]4[C:3](=[CH:4][CH:5]=[C:6]([C:7]([OH:9])=[O:8])[CH:10]=4)[NH:1][C:21]=3[CH2:22][CH2:23]2)[CH2:13][CH2:14][CH2:15][CH2:16][CH2:17]1. Given the reactants [NH:1]([C:3]1[CH:11]=[CH:10][C:6]([C:7]([OH:9])=[O:8])=[CH:5][CH:4]=1)N.[CH:12]1([CH:18]2[CH2:23][CH2:22][C:21](=O)[CH2:20][CH2:19]2)[CH2:17][CH2:16][CH2:15][CH2:14][CH2:13]1, predict the reaction product. (2) Given the reactants [Si]([O:8][C@@H:9]1[C@@H:16]2[N:12]([N:13]=[C:14]([C:21]3[CH:28]=[CH:27][C:24]([C:25]#[N:26])=[C:23]([Cl:29])[C:22]=3[CH3:30])[C@H:15]2[O:17][CH2:18][CH2:19][F:20])[CH2:11][CH2:10]1)(C(C)(C)C)(C)C.CCCC[N+](CCCC)(CCCC)CCCC.[F-], predict the reaction product. The product is: [Cl:29][C:23]1[C:22]([CH3:30])=[C:21]([C:14]2[C@@H:15]([O:17][CH2:18][CH2:19][F:20])[C@@H:16]3[C@@H:9]([OH:8])[CH2:10][CH2:11][N:12]3[N:13]=2)[CH:28]=[CH:27][C:24]=1[C:25]#[N:26]. (3) Given the reactants C([O:5][C:6]([CH:8]1[CH:12]([C:13]2[S:17][C:16]3[CH:18]=[CH:19][CH:20]=[CH:21][C:15]=3[CH:14]=2)[CH2:11][N:10]([CH:22]([C:24]2[CH:29]=[CH:28][CH:27]=[CH:26][CH:25]=2)[CH3:23])[CH2:9]1)=[O:7])(C)(C)C.C(O)(C(F)(F)F)=O, predict the reaction product. The product is: [S:17]1[C:13]([CH:12]2[CH2:11][N:10]([CH:22]([C:24]3[CH:29]=[CH:28][CH:27]=[CH:26][CH:25]=3)[CH3:23])[CH2:9][CH:8]2[C:6]([OH:7])=[O:5])=[CH:14][C:15]2[CH:21]=[CH:20][CH:19]=[CH:18][C:16]1=2. (4) Given the reactants [C:1]([CH2:4][O:5][C:6](=[O:14])[C:7]1[CH:12]=[CH:11][C:10]([OH:13])=[CH:9][CH:8]=1)([OH:3])=[O:2].[CH3:15][O:16][C:17](=[O:32])[CH:18]([NH:27][C:28](=[O:31])CO)[CH2:19][C:20]1[CH:25]=[CH:24][C:23]([OH:26])=[CH:22][CH:21]=1.[CH:33]1(N=C=NC2CCCCC2)CCCCC1, predict the reaction product. The product is: [OH:26][C:23]1[CH:24]=[CH:25][C:20]([CH2:19][CH:18]([NH:27][C:28]([CH:4]([O:5][C:6](=[O:14])[C:7]2[CH:12]=[CH:11][C:10]([OH:13])=[CH:9][CH:8]=2)[C:1]([O:3][CH3:33])=[O:2])=[O:31])[C:17]([O:16][CH3:15])=[O:32])=[CH:21][CH:22]=1. (5) Given the reactants [CH2:1]([O:5][C:6]1[CH:14]=[CH:13][C:9]([C:10](Cl)=[O:11])=[CH:8][CH:7]=1)[CH2:2][CH2:3][CH3:4].[NH2:15][C:16]1[CH:21]=[CH:20][C:19]([C:22](=[O:29])[CH2:23][CH2:24][C:25]([O:27]C)=[O:26])=[CH:18][CH:17]=1, predict the reaction product. The product is: [CH2:1]([O:5][C:6]1[CH:14]=[CH:13][C:9]([C:10]([NH:15][C:16]2[CH:17]=[CH:18][C:19]([C:22](=[O:29])[CH2:23][CH2:24][C:25]([OH:27])=[O:26])=[CH:20][CH:21]=2)=[O:11])=[CH:8][CH:7]=1)[CH2:2][CH2:3][CH3:4]. (6) Given the reactants [CH2:1]([O:3][C:4](=[O:13])[C:5]1[CH:10]=[CH:9][N:8]=[C:7](C=O)[CH:6]=1)[CH3:2].[CH:14]([O:21][CH2:22][CH3:23])([O:18][CH2:19][CH3:20])OCC.Cl.C(=O)([O-])[O-].[K+].[K+], predict the reaction product. The product is: [CH2:1]([O:3][C:4](=[O:13])[C:5]1[CH:6]=[CH:7][N:8]=[C:9]([CH:14]([O:18][CH2:19][CH3:20])[O:21][CH2:22][CH3:23])[CH:10]=1)[CH3:2]. (7) Given the reactants [CH3:1][C:2]12[CH2:22][CH:6]([N:7]([C:9]([C:11]3[CH:19]=[C:18]4[C:14]([C:15]([C:20]#[N:21])=[CH:16][NH:17]4)=[CH:13][CH:12]=3)=[O:10])[CH2:8]1)[CH2:5][C:4]([CH3:24])([CH3:23])[CH2:3]2.[N-:25]=[N+:26]=[N-:27].[Na+].[OH-].[Na+], predict the reaction product. The product is: [N:21]1[NH:25][N:26]=[N:27][C:20]=1[C:15]1[C:14]2[C:18](=[CH:19][C:11]([C:9]([N:7]3[CH2:8][C:2]4([CH3:1])[CH2:22][CH:6]3[CH2:5][C:4]([CH3:24])([CH3:23])[CH2:3]4)=[O:10])=[CH:12][CH:13]=2)[NH:17][CH:16]=1. (8) Given the reactants [I:1][C:2]1[CH:7]=[CH:6][C:5]([OH:8])=[CH:4][CH:3]=1.[CH2:9]([C:11]1[CH:12]=[N:13][C:14](Cl)=[N:15][CH:16]=1)[CH3:10].C(=O)([O-])[O-].[K+].[K+], predict the reaction product. The product is: [I:1][C:2]1[CH:7]=[CH:6][C:5]([O:8][C:14]2[N:15]=[CH:16][C:11]([CH2:9][CH3:10])=[CH:12][N:13]=2)=[CH:4][CH:3]=1.